This data is from Reaction yield outcomes from USPTO patents with 853,638 reactions. The task is: Predict the reaction yield, written as a fraction of the theoretical maximum amount of product (1.0 means a 100% yield; for example, 0.34 means a 34% yield). The reactants are Cl[C:2]1[CH:7]=[C:6]([NH:8][C:9]2[CH:16]=[CH:15][CH:14]=[CH:13][C:10]=2[C:11]#[N:12])[C:5]([Cl:17])=[CH:4][N:3]=1.[CH3:18][C:19]1[CH:23]=[C:22]([NH2:24])[N:21]([CH:25]([CH3:27])[CH3:26])[N:20]=1.C(=O)([O-])[O-].[Cs+].[Cs+].N#N.C1(P(C2C=CC=CC=2)C2C=CC3C(=CC=CC=3)C=2C2C3C(=CC=CC=3)C=CC=2P(C2C=CC=CC=2)C2C=CC=CC=2)C=CC=CC=1. The catalyst is O1CCOCC1.C([O-])(=O)C.[Pd+2].C([O-])(=O)C.C(OCC)(=O)C. The product is [Cl:17][C:5]1[C:6]([NH:8][C:9]2[CH:16]=[CH:15][CH:14]=[CH:13][C:10]=2[C:11]#[N:12])=[CH:7][C:2]([NH:24][C:22]2[N:21]([CH:25]([CH3:27])[CH3:26])[N:20]=[C:19]([CH3:18])[CH:23]=2)=[N:3][CH:4]=1. The yield is 0.524.